Dataset: Full USPTO retrosynthesis dataset with 1.9M reactions from patents (1976-2016). Task: Predict the reactants needed to synthesize the given product. (1) The reactants are: [NH:1]1[C:9]2[CH2:8][CH2:7][CH2:6][C:5](=[O:10])[C:4]=2[CH:3]=[CH:2]1.[H-].[Na+].[C:13]1([S:19](Cl)(=[O:21])=[O:20])[CH:18]=[CH:17][CH:16]=[CH:15][CH:14]=1. Given the product [C:13]1([S:19]([N:1]2[C:9]3[CH2:8][CH2:7][CH2:6][C:5](=[O:10])[C:4]=3[CH:3]=[CH:2]2)(=[O:21])=[O:20])[CH:18]=[CH:17][CH:16]=[CH:15][CH:14]=1, predict the reactants needed to synthesize it. (2) Given the product [O:15]=[C:14]1[CH2:13][CH2:12][C:10]2[C:9](=[CH:8][CH:7]=[C:6]([S:2]([Cl:1])(=[O:5])=[O:3])[CH:11]=2)[O:16]1, predict the reactants needed to synthesize it. The reactants are: [Cl:1][S:2]([OH:5])(=O)=[O:3].[CH:6]1[CH:7]=[CH:8][C:9]2[O:16][C:14](=[O:15])[CH2:13][CH2:12][C:10]=2[CH:11]=1. (3) Given the product [C:9]([O:12][C@H:13]1[C@H:14]([CH2:1][CH2:2][CH3:3])[CH2:15][C:16](=[O:18])[CH2:17]1)(=[O:11])[CH3:10], predict the reactants needed to synthesize it. The reactants are: [CH2:1]([Mg]Cl)[CH2:2][CH3:3].C[Zn]C.[C:9]([O:12][C@@H:13]1[CH2:17][C:16](=[O:18])[CH:15]=[CH:14]1)(=[O:11])[CH3:10]. (4) Given the product [CH2:27]([C:26]1[NH:11][CH:12]=[C:13]2[CH:22]=[CH:21][O:20][CH2:19][C:18]3[CH:17]([N:23]([CH3:25])[CH3:24])[CH2:16][C:15]=1[C:14]2=3)[CH3:28], predict the reactants needed to synthesize it. The reactants are: [Mg].C1(S([N:11]2[C:26]([CH2:27][CH3:28])=[C:15]3[CH2:16][CH:17]([N:23]([CH3:25])[CH3:24])[C:18]4[CH2:19][O:20][CH:21]=[CH:22][C:13]([C:14]=43)=[CH:12]2)(=O)=O)C=CC=CC=1. (5) Given the product [CH3:39][N:36]1[CH2:35][CH2:34][N:33]([C:32]2[C:27]3[N:28]([C:24]([C:20]4[N:19]=[C:18]([NH:17][CH:10]([C:11]5[CH:16]=[CH:15][CH:14]=[CH:13][CH:12]=5)[CH2:9][CH2:8][NH2:7])[CH:23]=[CH:22][CH:21]=4)=[CH:25][N:26]=3)[CH:29]=[CH:30][N:31]=2)[CH2:38][CH2:37]1, predict the reactants needed to synthesize it. The reactants are: C(OC(=O)[NH:7][CH2:8][CH2:9][CH:10]([NH:17][C:18]1[CH:23]=[CH:22][CH:21]=[C:20]([C:24]2[N:28]3[CH:29]=[CH:30][N:31]=[C:32]([N:33]4[CH2:38][CH2:37][N:36]([CH3:39])[CH2:35][CH2:34]4)[C:27]3=[N:26][CH:25]=2)[N:19]=1)[C:11]1[CH:16]=[CH:15][CH:14]=[CH:13][CH:12]=1)(C)(C)C.